This data is from Forward reaction prediction with 1.9M reactions from USPTO patents (1976-2016). The task is: Predict the product of the given reaction. (1) Given the reactants [C:1]([O-:4])([O-])=O.[K+].[K+].Cl[C:8]1[C:13](=[O:14])[N:12]([CH3:15])[CH:11]=[C:10]2[CH2:16][N:17]([CH2:20][CH2:21][C:22]3[CH:31]=[CH:30][C:29]4[C:24](=[CH:25][CH:26]=[CH:27][CH:28]=4)[N:23]=3)C(=O)[C:9]=12.[N:32]1[CH:37]=[CH:36][CH:35]=[C:34](B(O)O)[CH:33]=1.O, predict the reaction product. The product is: [CH3:15][N:12]1[C:13](=[O:14])[C:8]([C:34]2[CH:33]=[N:32][CH:37]=[CH:36][CH:35]=2)=[C:9]2[C:1](=[O:4])[N:17]([CH2:20][CH2:21][C:22]3[CH:31]=[CH:30][C:29]4[C:24](=[CH:25][CH:26]=[CH:27][CH:28]=4)[N:23]=3)[CH2:16][C:10]2=[CH:11]1. (2) Given the reactants [CH3:1][O:2][C:3]1[CH:4]=[C:5]2[C:10](=[CH:11][C:12]=1[O:13][CH2:14][CH:15]1[CH2:20][CH2:19][NH:18][CH2:17][CH2:16]1)[N:9]=[CH:8][N:7]=[C:6]2[O:21][C:22]1[CH:23]=[C:24]2[C:28](=[CH:29][CH:30]=1)[NH:27][C:26]([CH3:31])=[CH:25]2.Cl[CH2:33][CH2:34][N:35]1[CH2:39][CH2:38][CH2:37][CH2:36]1.C(=O)([O-])[O-].[Na+].[Na+].[I-].[K+], predict the reaction product. The product is: [CH3:1][O:2][C:3]1[CH:4]=[C:5]2[C:10](=[CH:11][C:12]=1[O:13][CH2:14][CH:15]1[CH2:20][CH2:19][N:18]([CH2:33][CH2:34][N:35]3[CH2:39][CH2:38][CH2:37][CH2:36]3)[CH2:17][CH2:16]1)[N:9]=[CH:8][N:7]=[C:6]2[O:21][C:22]1[CH:23]=[C:24]2[C:28](=[CH:29][CH:30]=1)[NH:27][C:26]([CH3:31])=[CH:25]2. (3) Given the reactants [F:1][C:2]1[CH:10]=[CH:9][CH:8]=[C:7]2[C:3]=1[CH:4]=[C:5]([C:11]1[N:16]=[C:15]([C:17]3[C:18]([N:37]([CH3:42])[S:38]([CH3:41])(=[O:40])=[O:39])=[CH:19][C:20]4[O:24][C:23]([C:25]5[CH:30]=[CH:29][C:28]([F:31])=[CH:27][CH:26]=5)=[C:22]([C:32]([NH:34][CH3:35])=[O:33])[C:21]=4[CH:36]=3)[CH:14]=[N:13][CH:12]=1)[NH:6]2, predict the reaction product. The product is: [F:1][C:2]1[CH:10]=[CH:9][CH:8]=[C:7]2[C:3]=1[CH:4]=[C:5]([CH:11]1[NH:16][CH:15]([C:17]3[C:18]([N:37]([CH3:42])[S:38]([CH3:41])(=[O:40])=[O:39])=[CH:19][C:20]4[O:24][C:23]([C:25]5[CH:30]=[CH:29][C:28]([F:31])=[CH:27][CH:26]=5)=[C:22]([C:32]([NH:34][CH3:35])=[O:33])[C:21]=4[CH:36]=3)[CH2:14][NH:13][CH2:12]1)[NH:6]2.